This data is from Reaction yield outcomes from USPTO patents with 853,638 reactions. The task is: Predict the reaction yield, written as a fraction of the theoretical maximum amount of product (1.0 means a 100% yield; for example, 0.34 means a 34% yield). (1) The product is [C:21]([C:19]1[CH:18]=[C:17]([CH2:25][CH:3]([C:29](=[O:31])[CH3:30])[C:1](=[O:5])[CH3:4])[CH:16]=[C:15]([CH2:14][CH:9]([C:10](=[O:12])[CH3:11])[C:6](=[O:8])[CH3:7])[CH:20]=1)([CH3:24])([CH3:23])[CH3:22]. The reactants are [C:1]([OH:5])([CH3:4])([CH3:3])C.[C:6]([CH2:9][C:10](=[O:12])[CH3:11])(=[O:8])[CH3:7].Br[CH2:14][C:15]1[CH:20]=[C:19]([C:21]([CH3:24])([CH3:23])[CH3:22])[CH:18]=[C:17]([CH2:25]Br)[CH:16]=1.[I-].[K+].[CH2:29]([O:31]CC)[CH3:30]. The yield is 0.690. The catalyst is O. (2) The catalyst is O1CCCC1. The yield is 0.400. The product is [F:1][C:2]1[CH:3]=[C:4]([N:20]2[CH2:24][C@H:23]([CH2:25][NH:26][C:27](=[S:42])[CH:28]([F:30])[F:29])[O:22][C:21]2=[O:32])[CH:5]=[C:6]([F:19])[C:7]=1[N:8]1[CH2:13][CH2:12][CH:11]([N:14]2[CH:18]=[N:17][N:16]=[N:15]2)[CH2:10][CH2:9]1. The reactants are [F:1][C:2]1[CH:3]=[C:4]([N:20]2[CH2:24][C@H:23]([CH2:25][NH:26][C:27](=O)[CH:28]([F:30])[F:29])[O:22][C:21]2=[O:32])[CH:5]=[C:6]([F:19])[C:7]=1[N:8]1[CH2:13][CH2:12][CH:11]([N:14]2[CH:18]=[N:17][N:16]=[N:15]2)[CH2:10][CH2:9]1.COC1C=CC(P2(SP(C3C=CC(OC)=CC=3)(=S)S2)=[S:42])=CC=1. (3) The reactants are Br[C:2]1[N:6]2[C:7](=[O:23])[CH:8]=[C:9]([CH2:11][N:12]([C:15]3[CH:20]=[CH:19][C:18]([F:21])=[C:17]([F:22])[CH:16]=3)[CH2:13][CH3:14])[N:10]=[C:5]2[S:4][C:3]=1[CH3:24].[CH3:25][N:26](C)C=O. No catalyst specified. The product is [F:22][C:17]1[CH:16]=[C:15]([N:12]([CH2:11][C:9]2[N:10]=[C:5]3[S:4][C:3]([CH3:24])=[C:2]([C:25]#[N:26])[N:6]3[C:7](=[O:23])[CH:8]=2)[CH2:13][CH3:14])[CH:20]=[CH:19][C:18]=1[F:21]. The yield is 0.470. (4) The reactants are [OH:1][C:2]1[CH:3]=[CH:4][CH:5]=[C:6]2[C:10]=1[NH:9][CH:8]=[CH:7]2.[CH2:11]1[O:13][CH2:12]1.[H-].[Na+].O. The yield is 0.340. The catalyst is O1CCOCC1. The product is [NH:9]1[C:10]2[C:6](=[CH:5][CH:4]=[CH:3][C:2]=2[O:1][CH2:11][CH2:12][OH:13])[CH:7]=[CH:8]1.